This data is from Reaction yield outcomes from USPTO patents with 853,638 reactions. The task is: Predict the reaction yield, written as a fraction of the theoretical maximum amount of product (1.0 means a 100% yield; for example, 0.34 means a 34% yield). (1) The reactants are Cl[CH2:2][CH2:3][CH2:4][CH2:5][CH2:6][N:7]1[C:12](=[O:13])[N:11]([CH3:14])[C:10](=[O:15])[CH:9]=[N:8]1.[F:16][C:17]1[N:22]=[C:21]([N:23]2[CH2:28][CH2:27][NH:26][CH2:25][CH2:24]2)[CH:20]=[CH:19][CH:18]=1.C(N(CC)CC)C. The catalyst is C(O)CCC. The product is [F:16][C:17]1[N:22]=[C:21]([N:23]2[CH2:28][CH2:27][N:26]([CH2:2][CH2:3][CH2:4][CH2:5][CH2:6][N:7]3[C:12](=[O:13])[N:11]([CH3:14])[C:10](=[O:15])[CH:9]=[N:8]3)[CH2:25][CH2:24]2)[CH:20]=[CH:19][CH:18]=1. The yield is 0.340. (2) The reactants are [C:1](Cl)(=[O:8])[C:2]1[CH:7]=[CH:6][CH:5]=[CH:4][CH:3]=1.[CH:10]([C@H:13]1[C:17](=[O:18])[O:16][C:15](=[O:19])[NH:14]1)([CH3:12])[CH3:11]. The catalyst is C(OCC)(=O)C.CN(C)C1C=CN=CC=1. The product is [C:1]([N:14]1[C@@H:13]([CH:10]([CH3:12])[CH3:11])[C:17](=[O:18])[O:16][C:15]1=[O:19])(=[O:8])[C:2]1[CH:7]=[CH:6][CH:5]=[CH:4][CH:3]=1. The yield is 0.800. (3) The reactants are [CH3:1][O:2][C:3]1[C:12]2[C:7](=[CH:8][CH:9]=[CH:10][CH:11]=2)[C:6]([NH:13]S(C2SC=CC=2)(=O)=O)=[CH:5][C:4]=1[S:22][CH2:23][C:24]([O:26][CH3:27])=[O:25].[O:28]([C:35]1[CH:40]=[CH:39][C:38]([S:41](Cl)(=[O:43])=[O:42])=[CH:37][CH:36]=1)[C:29]1[CH:34]=[CH:33][CH:32]=[CH:31][CH:30]=1. No catalyst specified. The product is [CH3:1][O:2][C:3]1[C:12]2[C:7](=[CH:8][CH:9]=[CH:10][CH:11]=2)[C:6]([NH:13][S:41]([C:38]2[CH:39]=[CH:40][C:35]([O:28][C:29]3[CH:34]=[CH:33][CH:32]=[CH:31][CH:30]=3)=[CH:36][CH:37]=2)(=[O:43])=[O:42])=[CH:5][C:4]=1[S:22][CH2:23][C:24]([O:26][CH3:27])=[O:25]. The yield is 0.720. (4) The yield is 0.500. The reactants are CC1(C)C(C)(C)OB([C:9]2[CH:10]=[C:11]([C:14]3[CH:15]=[N:16][CH:17]=[CH:18][CH:19]=3)[O:12][CH:13]=2)O1.Br[C:22]1[N:27]=[C:26]([C:28]2[N:33]=[CH:32][CH:31]=[CH:30][N:29]=2)[CH:25]=[CH:24][CH:23]=1.C(=O)([O-])[O-].[Na+].[Na+].O. The product is [N:16]1[CH:17]=[CH:18][CH:19]=[C:14]([C:11]2[O:12][CH:13]=[C:9]([C:22]3[N:27]=[C:26]([C:28]4[N:29]=[CH:30][CH:31]=[CH:32][N:33]=4)[CH:25]=[CH:24][CH:23]=3)[CH:10]=2)[CH:15]=1. The catalyst is O1CCOCC1.C1C=CC([P]([Pd]([P](C2C=CC=CC=2)(C2C=CC=CC=2)C2C=CC=CC=2)([P](C2C=CC=CC=2)(C2C=CC=CC=2)C2C=CC=CC=2)[P](C2C=CC=CC=2)(C2C=CC=CC=2)C2C=CC=CC=2)(C2C=CC=CC=2)C2C=CC=CC=2)=CC=1. (5) The reactants are [C:1]([C:3]1[C:7]([C:8]2[CH:13]=[CH:12][C:11]([Cl:14])=[CH:10][C:9]=2[Cl:15])=[C:6]([C:16]2[NH:20][CH:19]=[N:18][N:17]=2)[S:5][C:4]=1[C:21]1[CH:26]=[CH:25][N:24]=[C:23]([NH:27][C:28](=[O:30])[CH3:29])[CH:22]=1)#[N:2].[Br:31]N1C(=O)CCC1=O.C(Cl)(Cl)(Cl)Cl.C(#N)C. No catalyst specified. The product is [Br:31][C:19]1[NH:20][C:16]([C:6]2[S:5][C:4]([C:21]3[CH:26]=[CH:25][N:24]=[C:23]([NH:27][C:28](=[O:30])[CH3:29])[CH:22]=3)=[C:3]([C:1]#[N:2])[C:7]=2[C:8]2[CH:13]=[CH:12][C:11]([Cl:14])=[CH:10][C:9]=2[Cl:15])=[N:17][N:18]=1. The yield is 0.804.